This data is from Reaction yield outcomes from USPTO patents with 853,638 reactions. The task is: Predict the reaction yield, written as a fraction of the theoretical maximum amount of product (1.0 means a 100% yield; for example, 0.34 means a 34% yield). (1) The reactants are [CH2:1]1[CH:6]2[CH2:7][CH2:8][CH2:9][N:5]2[CH2:4][CH2:3][N:2]1[C:10]1[CH:19]=[CH:18][C:13]([C:14]([O:16]C)=O)=[CH:12][CH:11]=1.[CH3:20][O:21][C:22]1[CH:23]=[C:24]([CH2:30][O:31][C:32]2[CH:33]=[C:34]([NH2:37])[NH:35][N:36]=2)[CH:25]=[C:26]([O:28][CH3:29])[CH:27]=1.C[Al](C)C.C1(C)C=CC=CC=1. No catalyst specified. The product is [CH2:1]1[CH:6]2[CH2:7][CH2:8][CH2:9][N:5]2[CH2:4][CH2:3][N:2]1[C:10]1[CH:11]=[CH:12][C:13]([C:14]([NH:37][C:34]2[NH:35][N:36]=[C:32]([O:31][CH2:30][C:24]3[CH:25]=[C:26]([O:28][CH3:29])[CH:27]=[C:22]([O:21][CH3:20])[CH:23]=3)[CH:33]=2)=[O:16])=[CH:18][CH:19]=1. The yield is 0.270. (2) The reactants are Cl.[F:2][C:3]1[CH:4]=[C:5]([CH:17]=[CH:18][CH:19]=1)[CH2:6][CH:7]1[C:15](=[O:16])[N:10]2[CH2:11][CH2:12][NH:13][CH2:14][C@@H:9]2[CH2:8]1.[F:20][C:21]([F:33])([F:32])[C:22]1[CH:27]=[CH:26][C:25]([S:28](Cl)(=[O:30])=[O:29])=[CH:24][CH:23]=1.C(N(CC)CC)C. The catalyst is C(Cl)Cl. The product is [F:2][C:3]1[CH:4]=[C:5]([CH:17]=[CH:18][CH:19]=1)[CH2:6][CH:7]1[C:15](=[O:16])[N:10]2[CH2:11][CH2:12][N:13]([S:28]([C:25]3[CH:24]=[CH:23][C:22]([C:21]([F:20])([F:32])[F:33])=[CH:27][CH:26]=3)(=[O:30])=[O:29])[CH2:14][C@@H:9]2[CH2:8]1. The yield is 0.940. (3) The reactants are [CH2:1]([O:3][C:4]([C:6]1[C:11](=[O:12])[N:10]([CH2:13][C:14]2[CH:19]=[CH:18][C:17]([Cl:20])=[CH:16][CH:15]=2)[C:9](SC)=[N:8][CH:7]=1)=[O:5])[CH3:2].[CH3:23][O:24][C:25]1[CH:39]=[CH:38][C:28]([CH2:29][O:30][C:31]2[CH:37]=[CH:36][C:34]([NH2:35])=[CH:33][CH:32]=2)=[CH:27][CH:26]=1.C(O)(C)(C)C.C(=O)([O-])O.[Na+]. The catalyst is O.C(O)(=O)C. The product is [Cl:20][C:17]1[CH:18]=[CH:19][C:14]([CH2:13][N:10]2[C:11](=[O:12])[C:6]([C:4]([O:3][CH2:1][CH3:2])=[O:5])=[CH:7][N:8]=[C:9]2[NH:35][C:34]2[CH:33]=[CH:32][C:31]([O:30][CH2:29][C:28]3[CH:38]=[CH:39][C:25]([O:24][CH3:23])=[CH:26][CH:27]=3)=[CH:37][CH:36]=2)=[CH:15][CH:16]=1. The yield is 0.790. (4) The reactants are [Cl-].O[NH3+:3].[C:4](=[O:7])([O-])[OH:5].[Na+].CS(C)=O.[CH:13]1([C:16]2[N:17]=[C:18]([CH3:44])[N:19]([C:38]3[CH:43]=[CH:42][CH:41]=[CH:40][CH:39]=3)[C:20](=[O:37])[C:21]=2[CH2:22][C:23]2[CH:28]=[CH:27][C:26]([C:29]3[C:30]([C:35]#[N:36])=[CH:31][CH:32]=[CH:33][CH:34]=3)=[CH:25][CH:24]=2)[CH2:15][CH2:14]1. The catalyst is C(OCC)(=O)C. The product is [CH:13]1([C:16]2[N:17]=[C:18]([CH3:44])[N:19]([C:38]3[CH:39]=[CH:40][CH:41]=[CH:42][CH:43]=3)[C:20](=[O:37])[C:21]=2[CH2:22][C:23]2[CH:28]=[CH:27][C:26]([C:29]3[CH:34]=[CH:33][CH:32]=[CH:31][C:30]=3[C:35]3[NH:3][C:4](=[O:7])[O:5][N:36]=3)=[CH:25][CH:24]=2)[CH2:15][CH2:14]1. The yield is 0.570. (5) The reactants are [N:1]([C:4]1[CH:11]=[CH:10][C:7]([C:8]#[N:9])=[C:6]([C:12]([F:15])([F:14])[F:13])[CH:5]=1)=[C:2]=[S:3].[CH3:16][C:17]1[CH:22]=[CH:21][C:20]([NH:23][C:24]2([C:29]#N)[CH2:28][CH2:27][CH2:26][CH2:25]2)=[CH:19][CH:18]=1.C[OH:32].Cl. The catalyst is CN(C=O)C.O. The product is [O:32]=[C:29]1[C:24]2([CH2:28][CH2:27][CH2:26][CH2:25]2)[N:23]([C:20]2[CH:21]=[CH:22][C:17]([CH3:16])=[CH:18][CH:19]=2)[C:2](=[S:3])[N:1]1[C:4]1[CH:11]=[CH:10][C:7]([C:8]#[N:9])=[C:6]([C:12]([F:13])([F:15])[F:14])[CH:5]=1. The yield is 0.700. (6) The reactants are [N+:1]([CH2:4][CH2:5][C:6]1[CH:7]=[N:8][CH:9]=[C:10]([O:12][C:13]2[CH:18]=[CH:17][CH:16]=[CH:15][CH:14]=2)[CH:11]=1)([O-:3])=O.C[O-].[Li+].C(=O)([O-])O.[Na+].[C:27]([C:29]1[C:30]([NH2:36])=[N:31][C:32]([NH2:35])=[CH:33][CH:34]=1)#[CH:28].C(N(CC)CC)C. The catalyst is [Ti](Cl)(Cl)(Cl)Cl.O.O1CCCC1.CO. The product is [O:12]([C:10]1[CH:11]=[C:6]([CH2:5][C:4]2[CH:28]=[C:27]([C:29]3[C:30]([NH2:36])=[N:31][C:32]([NH2:35])=[CH:33][CH:34]=3)[O:3][N:1]=2)[CH:7]=[N:8][CH:9]=1)[C:13]1[CH:18]=[CH:17][CH:16]=[CH:15][CH:14]=1. The yield is 0.0110.